Task: Predict the product of the given reaction.. Dataset: Forward reaction prediction with 1.9M reactions from USPTO patents (1976-2016) The product is: [F:1][C:2]1[C:3]([C:9]2[C:13]([Cl:24])=[C:12]([O:14][CH:15]([F:16])[F:17])[N:11]([CH3:18])[N:10]=2)=[N:4][CH:5]=[C:6]([Cl:8])[CH:7]=1. Given the reactants [F:1][C:2]1[C:3]([C:9]2[CH:13]=[C:12]([O:14][CH:15]([F:17])[F:16])[N:11]([CH3:18])[N:10]=2)=[N:4][CH:5]=[C:6]([Cl:8])[CH:7]=1.C([O-])(=O)C.[Na+].[Cl:24]Cl.CCCCCC.C(OCC)(=O)C, predict the reaction product.